Dataset: Full USPTO retrosynthesis dataset with 1.9M reactions from patents (1976-2016). Task: Predict the reactants needed to synthesize the given product. (1) Given the product [F:15][C:16]([F:45])([F:46])[C:17]1[CH:18]=[C:19]([CH2:27][CH2:28][N:29]([CH3:44])[C:30](=[O:43])[CH:31]([N:11]2[CH2:12][CH2:13][CH:8]([N:7]([CH2:6][CH:3]3[CH2:4][CH2:5]3)[CH3:14])[CH2:9][CH2:10]2)[C:32]2[CH:37]=[CH:36][CH:35]=[CH:34][CH:33]=2)[CH:20]=[C:21]([C:23]([F:25])([F:26])[F:24])[CH:22]=1, predict the reactants needed to synthesize it. The reactants are: Cl.Cl.[CH:3]1([CH2:6][N:7]([CH3:14])[CH:8]2[CH2:13][CH2:12][NH:11][CH2:10][CH2:9]2)[CH2:5][CH2:4]1.[F:15][C:16]([F:46])([F:45])[C:17]1[CH:18]=[C:19]([CH2:27][CH2:28][N:29]([CH3:44])[C:30](=[O:43])[CH:31](OS(C)(=O)=O)[C:32]2[CH:37]=[CH:36][CH:35]=[CH:34][CH:33]=2)[CH:20]=[C:21]([C:23]([F:26])([F:25])[F:24])[CH:22]=1.C(N(CC)CC)C. (2) Given the product [NH2:13][C:12]1[S:11][C:3]2[CH:4]=[C:5]([CH2:8][C:9]#[N:10])[CH:6]=[CH:7][C:2]=2[N:1]=1, predict the reactants needed to synthesize it. The reactants are: [NH2:1][C:2]1[CH:7]=[CH:6][C:5]([CH2:8][C:9]#[N:10])=[CH:4][CH:3]=1.[S-:11][C:12]#[N:13].[K+].BrBr. (3) Given the product [CH2:1]([O:3][C:4]([C:6]1[NH:7][C:8]([CH2:12][CH2:13][C:14]([O:16][C:17]([CH3:18])([CH3:20])[CH3:19])=[O:15])=[CH:9][C:10]=1[CH3:11])=[O:5])[CH3:2], predict the reactants needed to synthesize it. The reactants are: [CH2:1]([O:3][C:4]([C:6]1[NH:7][C:8]([CH:12]=[CH:13][C:14]([O:16][C:17]([CH3:20])([CH3:19])[CH3:18])=[O:15])=[CH:9][C:10]=1[CH3:11])=[O:5])[CH3:2]. (4) Given the product [CH3:1][C:2]1[CH:7]=[C:6]([CH3:8])[CH:5]=[CH:4][C:3]=1[NH:9][CH2:10][C@@H:11]([NH2:14])[CH2:12][CH3:13], predict the reactants needed to synthesize it. The reactants are: [CH3:1][C:2]1[CH:7]=[C:6]([CH3:8])[CH:5]=[CH:4][C:3]=1[NH:9][CH2:10][C@@H:11]([NH:14]S(C1C=CC=CC=1[N+]([O-])=O)(=O)=O)[CH2:12][CH3:13].C([O-])([O-])=O.[K+].[K+].C1(S)C=CC=CC=1.Cl. (5) Given the product [CH3:1][O:2][C:3](=[O:29])/[CH:4]=[CH:5]/[C:6]1[CH:7]=[C:8]2[C:25](=[CH:26][CH:27]=1)[O:24][C:11]1([CH2:12][CH2:13][N:14]([CH2:40][C:31]3[CH:32]=[CH:33][C:34]4[C:39](=[CH:38][CH:37]=[CH:36][CH:35]=4)[N:30]=3)[CH2:15][CH2:16]1)[CH2:10][C:9]2=[O:28], predict the reactants needed to synthesize it. The reactants are: [CH3:1][O:2][C:3](=[O:29])/[CH:4]=[CH:5]/[C:6]1[CH:7]=[C:8]2[C:25](=[CH:26][CH:27]=1)[O:24][C:11]1([CH2:16][CH2:15][N:14](C(OC(C)(C)C)=O)[CH2:13][CH2:12]1)[CH2:10][C:9]2=[O:28].[N:30]1[C:39]2[C:34](=[CH:35][CH:36]=[CH:37][CH:38]=2)[CH:33]=[CH:32][C:31]=1[CH:40]=O.[Na]. (6) Given the product [C:56]([NH:59][C:38]([C:25]1[C:26]([C:28]2[CH:33]=[CH:32][CH:31]=[CH:30][C:29]=2[C:34]([F:36])([F:37])[F:35])=[CH:27][C:22]([CH2:21][N:10]2[C:11](=[O:20])[N:12]([CH2:13][C@H:14]([OH:19])[C:15]([F:17])([F:18])[F:16])[C:8]([C:5]3[CH:6]=[CH:7][C:2]([Cl:1])=[CH:3][CH:4]=3)=[N:9]2)=[CH:23][CH:24]=1)=[O:39])([CH3:58])([CH3:57])[CH3:55], predict the reactants needed to synthesize it. The reactants are: [Cl:1][C:2]1[CH:7]=[CH:6][C:5]([C:8]2[N:12]([CH2:13][C@H:14]([OH:19])[C:15]([F:18])([F:17])[F:16])[C:11](=[O:20])[N:10]([CH2:21][C:22]3[CH:27]=[C:26]([C:28]4[CH:33]=[CH:32][CH:31]=[CH:30][C:29]=4[C:34]([F:37])([F:36])[F:35])[C:25]([C:38](O)=[O:39])=[CH:24][CH:23]=3)[N:9]=2)=[CH:4][CH:3]=1.C1C=CC2N(O)N=NC=2C=1.C(Cl)CCl.[CH3:55][C:56]([NH2:59])([CH3:58])[CH3:57].Cl. (7) Given the product [OH:65][CH2:64][CH:63]([CH3:66])[CH2:62][N:60]1[CH:61]=[C:57]([C:54]2[N:53]=[C:52]([C:67](=[O:68])[NH:69][CH3:70])[C:51]([NH:50][C:26]3[C:27]([C:28]([F:29])([F:30])[F:31])=[CH:22][N:23]=[C:24]([NH:32][C:33]4[CH:47]=[CH:46][C:36]([CH2:37][P:38](=[O:45])([O:42][CH2:43][CH3:44])[O:39][CH2:40][CH3:41])=[CH:35][C:34]=4[O:48][CH3:49])[N:25]=3)=[CH:56][CH:55]=2)[CH:58]=[N:59]1, predict the reactants needed to synthesize it. The reactants are: OCCCN1C=C(C2C=CC(N[C:22]3[C:27]([C:28]([F:31])([F:30])[F:29])=[CH:26][N:25]=[C:24]([NH:32][C:33]4[CH:47]=[CH:46][C:36]([CH2:37][P:38](=[O:45])([O:42][CH2:43][CH3:44])[O:39][CH2:40][CH3:41])=[CH:35][C:34]=4[O:48][CH3:49])[N:23]=3)=C3C=2CN(C)C3=O)C=N1.[NH2:50][C:51]1[C:52]([C:67]([NH:69][CH3:70])=[O:68])=[N:53][C:54]([C:57]2[CH:58]=[N:59][N:60]([CH2:62][CH:63]([CH3:66])[CH2:64][OH:65])[CH:61]=2)=[CH:55][CH:56]=1. (8) Given the product [CH3:16][O:5][C:3](=[O:4])/[C:2](/[CH3:1])=[CH:6]/[C:7]1[CH:12]=[CH:11][C:10]([NH2:13])=[CH:9][CH:8]=1, predict the reactants needed to synthesize it. The reactants are: [CH3:1][C:2](=[CH:6][C:7]1[CH:12]=[CH:11][C:10]([N+:13]([O-])=O)=[CH:9][CH:8]=1)[C:3]([OH:5])=[O:4].[CH3:16]O.O.O.Cl[Sn]Cl.